This data is from Catalyst prediction with 721,799 reactions and 888 catalyst types from USPTO. The task is: Predict which catalyst facilitates the given reaction. (1) Reactant: [OH:1][CH2:2][CH2:3][CH:4]1[CH2:8][N:7]([CH2:9][C:10]2[CH:19]=[CH:18][C:17]3[C:12](=[CH:13][CH:14]=[CH:15][CH:16]=3)[CH:11]=2)[C:6](=[O:20])[N:5]1[CH2:21][C:22]1[CH:27]=[CH:26][C:25]([O:28][CH3:29])=[CH:24][CH:23]=1.N1C=CC=CC=1.[C:36]1([CH3:56])[CH:41]=[CH:40][C:39]([S:42](O[S:42]([C:39]2[CH:40]=[CH:41][C:36]([CH3:56])=[CH:37][CH:38]=2)(=[O:44])=[O:43])(=[O:44])=[O:43])=[CH:38][CH:37]=1.N#N. Product: [CH3:29][O:28][C:25]1[CH:26]=[CH:27][C:22]([CH2:21][N:5]2[CH:4]([CH2:3][CH2:2][O:1][S:42]([C:39]3[CH:40]=[CH:41][C:36]([CH3:56])=[CH:37][CH:38]=3)(=[O:44])=[O:43])[CH2:8][N:7]([CH2:9][C:10]3[CH:19]=[CH:18][C:17]4[C:12](=[CH:13][CH:14]=[CH:15][CH:16]=4)[CH:11]=3)[C:6]2=[O:20])=[CH:23][CH:24]=1. The catalyst class is: 2. (2) Reactant: [NH2:1][CH2:2][CH2:3][CH2:4][CH2:5][C:6]([CH3:44])([CH3:43])[CH2:7][N:8]([S:32]([C:35]1[CH:40]=[CH:39][CH:38]=[C:37]([NH:41][CH3:42])[CH:36]=1)(=[O:34])=[O:33])[CH2:9][C@@H:10]([OH:31])[C@@H:11]([NH:19][C:20](=[O:30])[O:21][C@@H:22]1[C@H:29]2[C@H:25]([O:26][CH2:27][CH2:28]2)[O:24][CH2:23]1)[CH2:12][C:13]1[CH:18]=[CH:17][CH:16]=[CH:15][CH:14]=1.C(N(CC)C(C)C)(C)C.Cl[C:55]([O:57][CH3:58])=[O:56]. Product: [CH2:12]([C@H:11]([NH:19][C:20](=[O:30])[O:21][C@@H:22]1[C@H:29]2[C@H:25]([O:26][CH2:27][CH2:28]2)[O:24][CH2:23]1)[C@H:10]([OH:31])[CH2:9][N:8]([CH2:7][C:6]([CH3:44])([CH3:43])[CH2:5][CH2:4][CH2:3][CH2:2][NH:1][C:55]([O:57][CH3:58])=[O:56])[S:32]([C:35]1[CH:40]=[CH:39][CH:38]=[C:37]([NH:41][CH3:42])[CH:36]=1)(=[O:34])=[O:33])[C:13]1[CH:14]=[CH:15][CH:16]=[CH:17][CH:18]=1. The catalyst class is: 1. (3) Reactant: [Cl:1][C:2]1[S:6][C:5]([C:7]([NH:9][CH2:10][CH2:11][OH:12])=[O:8])=[C:4]([Si:13]([CH3:16])([CH3:15])[CH3:14])[CH:3]=1.C(N(CC)CC)C.[CH3:24][S:25](Cl)(=[O:27])=[O:26].O. Product: [Cl:1][C:2]1[S:6][C:5]([C:7]([NH:9][CH2:10][CH2:11][O:12][S:25]([CH3:24])(=[O:27])=[O:26])=[O:8])=[C:4]([Si:13]([CH3:16])([CH3:15])[CH3:14])[CH:3]=1. The catalyst class is: 2. (4) Reactant: C([N:3]([CH2:30][CH2:31][C:32]1[CH:37]=[CH:36][CH:35]=[CH:34][N:33]=1)[C:4]1[CH:9]=[CH:8][C:7]([NH:10][C:11]([C:13]2[C:14]([C:19]3[CH:24]=[CH:23][C:22]([C:25]([F:28])([F:27])[F:26])=[CH:21][CH:20]=3)=[CH:15][CH:16]=[CH:17][CH:18]=2)=[O:12])=[CH:6][C:5]=1[CH3:29])=O.Cl. Product: [CH3:29][C:5]1[CH:6]=[C:7]([NH:10][C:11]([C:13]2[C:14]([C:19]3[CH:20]=[CH:21][C:22]([C:25]([F:28])([F:26])[F:27])=[CH:23][CH:24]=3)=[CH:15][CH:16]=[CH:17][CH:18]=2)=[O:12])[CH:8]=[CH:9][C:4]=1[NH:3][CH2:30][CH2:31][C:32]1[CH:37]=[CH:36][CH:35]=[CH:34][N:33]=1. The catalyst class is: 5. (5) Reactant: [NH2:1][C:2]1[N:10]=[C:9]([O:11][CH2:12][CH2:13][CH2:14][CH3:15])[N:8]=[C:7]2[C:3]=1[N:4]=[C:5]([O:25]C)[N:6]2[CH2:16][C:17]1[CH:22]=[CH:21][C:20]([CH2:23]O)=[CH:19][CH:18]=1.[Cl:27]CCl.S(Cl)([Cl:32])=O. Product: [ClH:27].[NH2:1][C:2]1[N:10]=[C:9]([O:11][CH2:12][CH2:13][CH2:14][CH3:15])[N:8]=[C:7]2[C:3]=1[NH:4][C:5](=[O:25])[N:6]2[CH2:16][C:17]1[CH:22]=[CH:21][C:20]([CH2:23][Cl:32])=[CH:19][CH:18]=1. The catalyst class is: 11. (6) Reactant: [F:1][C:2]1[C:3]([OH:11])=[C:4]([CH:8]=[CH:9][CH:10]=1)[C:5]([OH:7])=[O:6].C(=O)([O-])[O-].[K+].[K+].[CH2:18](Br)[C:19]1[CH:24]=[CH:23][CH:22]=[CH:21][CH:20]=1. Product: [F:1][C:2]1[C:3]([O:11][CH2:5][C:4]2[CH:8]=[CH:9][CH:10]=[CH:2][CH:3]=2)=[C:4]([CH:8]=[CH:9][CH:10]=1)[C:5]([O:7][CH2:18][C:19]1[CH:24]=[CH:23][CH:22]=[CH:21][CH:20]=1)=[O:6]. The catalyst class is: 3.